Predict the reaction yield, written as a fraction of the theoretical maximum amount of product (1.0 means a 100% yield; for example, 0.34 means a 34% yield). From a dataset of Reaction yield outcomes from USPTO patents with 853,638 reactions. The reactants are [Si:1]([O:8][C@@H:9]1[C@H:13]([CH2:14][O:15][Si:16]([C:19]([CH3:22])([CH3:21])[CH3:20])([CH3:18])[CH3:17])[CH2:12][C@@H:11]([O:23][C:24]2[CH:29]=[C:28](Cl)[N:27]=[CH:26][N:25]=2)[CH2:10]1)([C:4]([CH3:7])([CH3:6])[CH3:5])([CH3:3])[CH3:2].[CH3:31][O:32][C@H:33]1[CH2:41][C:40]2[C:35](=[CH:36][CH:37]=[CH:38][CH:39]=2)[C@H:34]1[NH2:42].C(N(CC)CC)C.C(O)CCC. No catalyst specified. The product is [Si:1]([O:8][C@@H:9]1[C@H:13]([CH2:14][O:15][Si:16]([C:19]([CH3:22])([CH3:21])[CH3:20])([CH3:18])[CH3:17])[CH2:12][C@@H:11]([O:23][C:24]2[N:25]=[CH:26][N:27]=[C:28]([NH:42][C@@H:34]3[C:35]4[C:40](=[CH:39][CH:38]=[CH:37][CH:36]=4)[CH2:41][C@@H:33]3[O:32][CH3:31])[CH:29]=2)[CH2:10]1)([C:4]([CH3:7])([CH3:6])[CH3:5])([CH3:3])[CH3:2]. The yield is 0.790.